Dataset: Forward reaction prediction with 1.9M reactions from USPTO patents (1976-2016). Task: Predict the product of the given reaction. The product is: [CH3:1][NH:2][C:3]1[CH:18]=[CH:17][C:6]([O:7][C:27]2[CH:26]=[CH:31][N:30]=[C:29]([C:42]([NH2:37])=[O:38])[CH:28]=2)=[CH:5][C:4]=1[N+:19]([O-:21])=[O:20]. Given the reactants [CH3:1][NH:2][C:3]1[CH:18]=[CH:17][C:6]([O:7]C2C(C(O)=O)=NC=CC=2)=[CH:5][C:4]=1[N+:19]([O-:21])=[O:20].C(Cl)CCl.[CH:26]1[CH:31]=[N:30][C:29]2N(O)N=N[C:28]=2[CH:27]=1.[Cl-].[NH4+:37].[O:38]1[CH2:42]CCC1, predict the reaction product.